The task is: Predict the product of the given reaction.. This data is from Forward reaction prediction with 1.9M reactions from USPTO patents (1976-2016). (1) Given the reactants [Cl:1][C:2]1[C:7]([C:8]([F:11])([F:10])[F:9])=[CH:6][N:5]=[C:4]2[NH:12][CH:13]=[C:14]([NH:15][C:16](=[O:23])[C:17]3[CH:22]=[CH:21][CH:20]=[N:19][CH:18]=3)[C:3]=12.[NH:24]1[CH2:29][CH2:28][CH2:27][C@@H:26]([NH:30]C(=O)OC(C)(C)C)[CH2:25]1.C(O)(C(F)(F)F)=O, predict the reaction product. The product is: [ClH:1].[NH2:30][C@@H:26]1[CH2:27][CH2:28][CH2:29][N:24]([C:2]2[C:7]([C:8]([F:11])([F:10])[F:9])=[CH:6][N:5]=[C:4]3[NH:12][CH:13]=[C:14]([NH:15][C:16](=[O:23])[C:17]4[CH:22]=[CH:21][CH:20]=[N:19][CH:18]=4)[C:3]=23)[CH2:25]1. (2) Given the reactants C1(C2N=[C:20]([N:17]3CC[N:17]([C:20]4[CH:25]=[CH:24][CH:23]=[CH:22]C=4OC)CC3)[C:25]3C(=C[C:22](OC)=[C:23](OC)[CH:24]=3)N=2)CC1.[CH3:32][O:33][C:34]1[CH:39]=[C:38]([C:40]([O:42]C)=O)[C:37]([NH2:44])=[CH:36][C:35]=1[O:45][CH3:46].C1(C#N)CCC1, predict the reaction product. The product is: [CH:25]1([C:20]2[N:17]=[C:40]([OH:42])[C:38]3[C:37](=[CH:36][C:35]([O:45][CH3:46])=[C:34]([O:33][CH3:32])[CH:39]=3)[N:44]=2)[CH2:24][CH2:23][CH2:22]1. (3) Given the reactants CO[C:3]1[CH:4]=[C:5]([NH:9][CH:10]=[C:11]2[C:16](=[O:17])OC(C)(C)OC2=O)[CH:6]=[N:7][CH:8]=1.[C:21]1([O:27]C2C=CC=CC=2)C=CC=CC=1, predict the reaction product. The product is: [CH3:21][O:27][N:9]1[C:5]2[C:6](=[N:7][CH:8]=[CH:3][CH:4]=2)[C:16](=[O:17])[CH:11]=[CH:10]1. (4) Given the reactants [CH2:1]([NH:5][C:6]1[N:14]=[C:13]2[C:9]([N:10]=[C:11]([O:22]C)[N:12]2[CH2:15][CH:16]2[CH2:21][CH2:20][O:19][CH2:18][CH2:17]2)=[C:8]([NH2:24])[N:7]=1)[CH2:2][CH2:3][CH3:4].Cl.[OH-].[Na+], predict the reaction product. The product is: [NH2:24][C:8]1[N:7]=[C:6]([NH:5][CH2:1][CH2:2][CH2:3][CH3:4])[N:14]=[C:13]2[C:9]=1[NH:10][C:11](=[O:22])[N:12]2[CH2:15][CH:16]1[CH2:17][CH2:18][O:19][CH2:20][CH2:21]1. (5) Given the reactants [CH2:7]([O:8][CH2:4][CH2:5][CH2:6][CH2:7][O:8][CH2:4][CH3:5])[CH3:6].C#C.[C:13]1(=O)[NH:19][CH2:18][CH2:17]CC[CH2:14]1, predict the reaction product. The product is: [CH:18]([N:19]1[CH2:13][CH2:14][CH2:4][CH2:5][CH2:6][C:7]1=[O:8])=[CH2:17]. (6) Given the reactants [C:1]([C:3]1[CH:11]=[CH:10][C:6]([C:7]([OH:9])=[O:8])=[C:5]([F:12])[CH:4]=1)#[N:2].[C:13](=O)([O-])[O-].[K+].[K+].CI.O, predict the reaction product. The product is: [C:1]([C:3]1[CH:11]=[CH:10][C:6]([C:7]([O:9][CH3:13])=[O:8])=[C:5]([F:12])[CH:4]=1)#[N:2].